From a dataset of Forward reaction prediction with 1.9M reactions from USPTO patents (1976-2016). Predict the product of the given reaction. (1) Given the reactants [C:1]([O:5][C:6]([C:8]1[S:9][C:10]([CH2:13][CH:14]([C:16]([O:18][CH3:19])=[O:17])[CH3:15])=[CH:11][CH:12]=1)=[O:7])([CH3:4])([CH3:3])[CH3:2].[CH3:20][Si]([N-][Si](C)(C)C)(C)C.[Li+].O1CCCC1.CI, predict the reaction product. The product is: [C:1]([O:5][C:6]([C:8]1[S:9][C:10]([CH2:13][C:14]([CH3:20])([C:16]([O:18][CH3:19])=[O:17])[CH3:15])=[CH:11][CH:12]=1)=[O:7])([CH3:4])([CH3:2])[CH3:3]. (2) Given the reactants [F:1][C:2]1[CH:3]=[CH:4][CH:5]=[C:6]2[C:10]=1[NH:9][CH:8]=[CH:7]2.[B:11]1([B:11]2[O:15][C:14]([CH3:17])([CH3:16])[C:13]([CH3:19])([CH3:18])[O:12]2)[O:15][C:14]([CH3:17])([CH3:16])[C:13]([CH3:19])([CH3:18])[O:12]1, predict the reaction product. The product is: [F:1][C:2]1[CH:3]=[CH:4][CH:5]=[C:6]2[C:10]=1[NH:9][C:8]([B:11]1[O:15][C:14]([CH3:17])([CH3:16])[C:13]([CH3:19])([CH3:18])[O:12]1)=[CH:7]2. (3) Given the reactants [Cl:1][C:2]1[C:3]([N:27]([CH3:29])[CH3:28])=[CH:4][C:5]2[N:11]=[C:10]([C:12]3[CH:17]=[CH:16][CH:15]=[C:14]([N:18]4[C:22](O)=[C:21](C)[N:20]=[N:19]4)[CH:13]=3)[CH2:9][C:8](=[O:25])[NH:7][C:6]=2[CH:26]=1.O=S(Cl)Cl.[Na+].[I-].[NH:36]1[CH2:40][CH2:39][CH2:38][CH2:37]1.[Cl-].[CH2:42](Cl)Cl, predict the reaction product. The product is: [Cl:1][C:2]1[C:3]([N:27]([CH3:28])[CH3:29])=[CH:4][C:5]2[N:11]=[C:10]([C:12]3[CH:17]=[CH:16][CH:15]=[C:14]([N:18]4[C:22]([CH2:42][N:36]5[CH2:40][CH2:39][CH2:38][CH2:37]5)=[CH:21][N:20]=[N:19]4)[CH:13]=3)[CH2:9][C:8](=[O:25])[NH:7][C:6]=2[CH:26]=1. (4) Given the reactants [CH3:1][N:2]([CH3:22])[CH:3]1[CH2:7][CH2:6][N:5]([C:8]2[N:13]=[CH:12][C:11]([N:14]3[CH:19]=[CH:18][C:17]([OH:20])=[CH:16][C:15]3=[O:21])=[CH:10][CH:9]=2)[CH2:4]1.C1(P(C2C=CC=CC=2)C2C=CC=CC=2)C=CC=CC=1.[F:42][C:43]1[C:44]([CH2:50]O)=[N:45][CH:46]=[C:47]([F:49])[CH:48]=1.N(/C(OC(C)(C)C)=O)=N\C(OC(C)(C)C)=O.C([O-])(O)=O.[Na+], predict the reaction product. The product is: [F:42][C:43]1[C:44]([CH2:50][O:20][C:17]2[CH:18]=[CH:19][N:14]([C:11]3[CH:12]=[N:13][C:8]([N:5]4[CH2:6][CH2:7][CH:3]([N:2]([CH3:22])[CH3:1])[CH2:4]4)=[CH:9][CH:10]=3)[C:15](=[O:21])[CH:16]=2)=[N:45][CH:46]=[C:47]([F:49])[CH:48]=1. (5) Given the reactants [CH3:1][O:2][C:3]1[CH:4]=[C:5]([C:13]2[CH:18]=[C:17]([CH2:19][N:20]3[CH2:25][CH2:24][C:23](=O)[CH2:22][CH2:21]3)[CH:16]=[CH:15][N:14]=2)[CH:6]=[C:7]([O:11][CH3:12])[C:8]=1[O:9][CH3:10].[CH2:27]([C:31]1[CH:37]=[CH:36][C:34]([NH2:35])=[CH:33][CH:32]=1)[CH2:28][CH2:29][CH3:30], predict the reaction product. The product is: [CH2:27]([C:31]1[CH:32]=[CH:33][C:34]([NH:35][CH:23]2[CH2:24][CH2:25][N:20]([CH2:19][C:17]3[CH:16]=[CH:15][N:14]=[C:13]([C:5]4[CH:6]=[C:7]([O:11][CH3:12])[C:8]([O:9][CH3:10])=[C:3]([O:2][CH3:1])[CH:4]=4)[CH:18]=3)[CH2:21][CH2:22]2)=[CH:36][CH:37]=1)[CH2:28][CH2:29][CH3:30].